From a dataset of Full USPTO retrosynthesis dataset with 1.9M reactions from patents (1976-2016). Predict the reactants needed to synthesize the given product. The reactants are: [NH2:1][C:2]1[C:6]2([CH2:11][CH2:10][N:9]([CH2:12][C:13]3[CH:18]=[CH:17][CH:16]=[CH:15][CH:14]=3)[CH:8]([CH3:19])[CH2:7]2)[N:5]([C:20]2[CH:25]=[C:24]([F:26])[CH:23]=[CH:22][C:21]=2[C:27]2[CH:32]=[CH:31][C:30]([S:33]([CH3:36])(=[O:35])=[O:34])=[CH:29][CH:28]=2)[C:4](=[O:37])[N:3]=1.[CH3:38][O:39][CH:40]([O:43][CH3:44])[CH2:41]N. Given the product [CH2:12]([N:9]1[CH2:10][CH2:11][C:6]2([N:5]([C:20]3[CH:25]=[C:24]([F:26])[CH:23]=[CH:22][C:21]=3[C:27]3[CH:28]=[CH:29][C:30]([S:33]([CH3:36])(=[O:35])=[O:34])=[CH:31][CH:32]=3)[C:4](=[O:37])[N:3]=[C:2]2[NH:1][CH2:41][CH:40]([O:43][CH3:44])[O:39][CH3:38])[CH2:7][CH:8]1[CH3:19])[C:13]1[CH:18]=[CH:17][CH:16]=[CH:15][CH:14]=1, predict the reactants needed to synthesize it.